This data is from Forward reaction prediction with 1.9M reactions from USPTO patents (1976-2016). The task is: Predict the product of the given reaction. (1) Given the reactants [Si]([O:8][CH2:9][CH2:10][N:11]1[CH:15]=[C:14]([C:16]2[CH:17]=[C:18]3[C:23](=[CH:24][CH:25]=2)[N:22]([C:26](=[O:28])[CH3:27])[C@@H:21]([CH:29]2[CH2:31][CH2:30]2)[C@H:20]([CH3:32])[C@H:19]3[NH:33][C:34]2[CH:39]=[CH:38][CH:37]=[CH:36][N:35]=2)[CH:13]=[N:12]1)(C(C)(C)C)(C)C.CCCC[N+](CCCC)(CCCC)CCCC.[F-], predict the reaction product. The product is: [CH:29]1([C@H:21]2[C@H:20]([CH3:32])[C@@H:19]([NH:33][C:34]3[CH:39]=[CH:38][CH:37]=[CH:36][N:35]=3)[C:18]3[C:23](=[CH:24][CH:25]=[C:16]([C:14]4[CH:13]=[N:12][N:11]([CH2:10][CH2:9][OH:8])[CH:15]=4)[CH:17]=3)[N:22]2[C:26](=[O:28])[CH3:27])[CH2:30][CH2:31]1. (2) Given the reactants [NH2:1][CH2:2][C@@H:3]1[C@H:7]([OH:8])[CH2:6][C@@H:5]([C:9]([O:11][C:12]([CH3:15])([CH3:14])[CH3:13])=[O:10])[CH2:4]1.CCN(CC)CC.[CH2:23]([O:30][C:31](ON1C(=O)CCC1=O)=[O:32])[C:24]1[CH:29]=[CH:28][CH:27]=[CH:26][CH:25]=1, predict the reaction product. The product is: [OH:8][C@H:7]1[C@@H:3]([CH2:2][NH:1][C:31]([O:30][CH2:23][C:24]2[CH:29]=[CH:28][CH:27]=[CH:26][CH:25]=2)=[O:32])[CH2:4][C@H:5]([C:9]([O:11][C:12]([CH3:15])([CH3:14])[CH3:13])=[O:10])[CH2:6]1.